From a dataset of Catalyst prediction with 721,799 reactions and 888 catalyst types from USPTO. Predict which catalyst facilitates the given reaction. (1) Reactant: [CH2:1]([N:4]1[CH2:9][CH2:8][N:7]([CH2:10][CH2:11][CH2:12][O:13][C:14]2[CH:23]=[C:22]3[C:17]([C:18](Cl)=[N:19][CH:20]=[N:21]3)=[CH:16][C:15]=2[O:25][CH3:26])[CH2:6][CH2:5]1)[CH:2]=[CH2:3].[OH:27][C:28]1[CH:29]=[C:30]2[C:34](=[N:35][CH:36]=1)[NH:33][CH:32]=[CH:31]2.C(=O)([O-])[O-].[K+].[K+]. Product: [CH2:1]([N:4]1[CH2:9][CH2:8][N:7]([CH2:10][CH2:11][CH2:12][O:13][C:14]2[CH:23]=[C:22]3[C:17]([C:18]([O:27][C:28]4[CH:29]=[C:30]5[C:34](=[N:35][CH:36]=4)[NH:33][CH:32]=[CH:31]5)=[N:19][CH:20]=[N:21]3)=[CH:16][C:15]=2[O:25][CH3:26])[CH2:6][CH2:5]1)[CH:2]=[CH2:3]. The catalyst class is: 44. (2) Reactant: Cl[C:2]1[C:11]2[C:6](=[CH:7][C:8]([O:14][CH2:15][CH2:16][CH2:17][N:18]3[CH2:23][CH2:22][N:21]([CH3:24])[CH2:20][CH2:19]3)=[C:9]([O:12][CH3:13])[CH:10]=2)[N:5]=[CH:4][N:3]=1.[NH2:25][C:26]1[C:34]2[O:33][CH:32]=[CH:31][C:30]=2[CH:29]=[CH:28][CH:27]=1.Cl. Product: [O:33]1[C:34]2[C:26]([NH:25][C:2]3[C:11]4[C:6](=[CH:7][C:8]([O:14][CH2:15][CH2:16][CH2:17][N:18]5[CH2:23][CH2:22][N:21]([CH3:24])[CH2:20][CH2:19]5)=[C:9]([O:12][CH3:13])[CH:10]=4)[N:5]=[CH:4][N:3]=3)=[CH:27][CH:28]=[CH:29][C:30]=2[CH:31]=[CH:32]1. The catalyst class is: 32.